The task is: Binary Classification. Given a drug SMILES string, predict its activity (active/inactive) in a high-throughput screening assay against a specified biological target.. This data is from HIV replication inhibition screening data with 41,000+ compounds from the AIDS Antiviral Screen. (1) The molecule is COC12C(COC(N)=O)C3=C(C(=O)C(C)=C(N)C3=O)N1CC1C2N1C. The result is 0 (inactive). (2) The molecule is O=C1[OH+][B-](c2ccccc2)(c2ccccc2)NC1CS. The result is 0 (inactive). (3) The drug is Nc1nc(N)c2ncn(C3C=CC(CO)CC3)c2n1. The result is 0 (inactive). (4) The drug is O=C1C=CC(=O)c2c1ccc1c3ccccc3n(CCCCCn3c4ccccc4c4ccc5c(c43)C(=O)C=CC5=O)c21. The result is 0 (inactive).